Dataset: Full USPTO retrosynthesis dataset with 1.9M reactions from patents (1976-2016). Task: Predict the reactants needed to synthesize the given product. Given the product [Br:13][C:10]1[CH:9]=[CH:8][C:7]([N:6]2[C:2]3[N:1]=[CH:17][NH:16][C:14](=[O:15])[C:3]=3[CH:4]=[N:5]2)=[CH:12][CH:11]=1, predict the reactants needed to synthesize it. The reactants are: [NH2:1][C:2]1[N:6]([C:7]2[CH:12]=[CH:11][C:10]([Br:13])=[CH:9][CH:8]=2)[N:5]=[CH:4][C:3]=1[C:14]([NH2:16])=[O:15].[CH:17](N)=O.